From a dataset of Catalyst prediction with 721,799 reactions and 888 catalyst types from USPTO. Predict which catalyst facilitates the given reaction. (1) Reactant: [Br:1][C:2]1[CH:7]=[CH:6][C:5]([CH:8]=[CH:9][C:10]([C:12]2[CH:17]=[CH:16][C:15]([N+:18]([O-])=O)=[CH:14][CH:13]=2)=[O:11])=[CH:4][CH:3]=1.[Sn](Cl)Cl. Product: [Br:1][C:2]1[CH:7]=[CH:6][C:5]([CH:8]=[CH:9][C:10]([C:12]2[CH:13]=[CH:14][C:15]([NH2:18])=[CH:16][CH:17]=2)=[O:11])=[CH:4][CH:3]=1. The catalyst class is: 8. (2) Reactant: CC1(C)C(C)(C)OB([C:9]2[CH:25]=[CH:24][C:12]3[N:13]([C@H:17]4[CH2:22][CH2:21][C@H:20]([OH:23])[CH2:19][CH2:18]4)[CH2:14][CH2:15][O:16][C:11]=3[CH:10]=2)O1.[CH2:27]([N:31]1[CH:36]=[CH:35][C:34](OS(C(F)(F)F)(=O)=O)=[C:33]([Cl:45])[C:32]1=[O:46])[CH2:28][CH2:29][CH3:30].C([O-])(O)=O.[Na+]. Product: [CH2:27]([N:31]1[CH:36]=[CH:35][C:34]([C:9]2[CH:25]=[CH:24][C:12]3[N:13]([CH:17]4[CH2:18][CH2:19][C:20](=[O:23])[CH2:21][CH2:22]4)[CH2:14][CH2:15][O:16][C:11]=3[CH:10]=2)=[C:33]([Cl:45])[C:32]1=[O:46])[CH2:28][CH2:29][CH3:30]. The catalyst class is: 77. (3) Reactant: [Br:1][C:2]1[CH:7]=[C:6]([CH3:8])[CH:5]=[CH:4][C:3]=1[OH:9].[H-].[Na+].Br[CH2:13][CH:14]([O:17][CH3:18])[O:15][CH3:16]. Product: [Br:1][C:2]1[CH:7]=[C:6]([CH3:8])[CH:5]=[CH:4][C:3]=1[O:9][CH2:13][CH:14]([O:17][CH3:18])[O:15][CH3:16]. The catalyst class is: 3. (4) Reactant: Cl.[NH2:2][C@@H:3]1[C:11]2[C:6](=[C:7]([C:12]3[N:16]=[C:15]([C:17]4[CH:18]=[CH:19][C:20]([O:25][CH:26]([CH3:28])[CH3:27])=[C:21]([CH:24]=4)[C:22]#[N:23])[S:14][N:13]=3)[CH:8]=[CH:9][CH:10]=2)[CH2:5][CH2:4]1.[S:29](N)([NH2:32])(=[O:31])=[O:30]. Product: [C:22]([C:21]1[CH:24]=[C:17]([C:15]2[S:14][N:13]=[C:12]([C:7]3[CH:8]=[CH:9][CH:10]=[C:11]4[C:6]=3[CH2:5][CH2:4][C@@H:3]4[NH:2][S:29]([NH2:32])(=[O:31])=[O:30])[N:16]=2)[CH:18]=[CH:19][C:20]=1[O:25][CH:26]([CH3:28])[CH3:27])#[N:23]. The catalyst class is: 12. (5) Reactant: [CH3:1][O:2][C:3]1[CH:54]=[CH:53][CH:52]=[CH:51][C:4]=1[CH2:5][O:6][CH2:7][CH2:8][CH2:9][O:10][C:11]1[CH:16]=[CH:15][C:14]([CH:17]2[CH2:22][CH2:21][N:20]([C:23]([O:25][CH2:26][C:27]3[CH:32]=[CH:31][CH:30]=[CH:29][CH:28]=3)=[O:24])[CH2:19][CH:18]2[O:33][CH2:34][C:35]2[CH:40]=[CH:39][C:38]([C:41]([O:43]C)=[O:42])=[C:37]([O:45][CH2:46][CH2:47][CH2:48][O:49][CH3:50])[CH:36]=2)=[CH:13][CH:12]=1.O.Cl. Product: [C:41]([C:38]1[CH:39]=[CH:40][C:35]([CH2:34][O:33][CH:18]2[CH:17]([C:14]3[CH:13]=[CH:12][C:11]([O:10][CH2:9][CH2:8][CH2:7][O:6][CH2:5][C:4]4[CH:51]=[CH:52][CH:53]=[CH:54][C:3]=4[O:2][CH3:1])=[CH:16][CH:15]=3)[CH2:22][CH2:21][N:20]([C:23]([O:25][CH2:26][C:27]3[CH:28]=[CH:29][CH:30]=[CH:31][CH:32]=3)=[O:24])[CH2:19]2)=[CH:36][C:37]=1[O:45][CH2:46][CH2:47][CH2:48][O:49][CH3:50])([OH:43])=[O:42]. The catalyst class is: 273. (6) Reactant: ONC(=O)C=CC1C=C[C:9]([NH:12][S:13]([C:16]2[CH:21]=[CH:20][CH:19]=[CH:18][CH:17]=2)(=[O:15])=[O:14])=CC=1.C([O-])([O-])=O.[K+].[K+].[CH3:29][I:30]. Product: [CH3:9][NH:12][S:13]([C:16]1[CH:17]=[CH:18][CH:19]=[CH:20][C:21]=1[C:16]1[CH:21]=[CH:20][C:29]([I:30])=[CH:18][CH:17]=1)(=[O:14])=[O:15]. The catalyst class is: 3. (7) Reactant: [OH:1][C:2]1[C:11]2[C:6](=[CH:7][CH:8]=[CH:9][CH:10]=2)[C:5]([OH:12])=[CH:4][C:3]=1[C:13]([OH:15])=[O:14].[C:16]([O-])(O)=O.[Na+].CI.O. Product: [OH:1][C:2]1[C:11]2[C:6](=[CH:7][CH:8]=[CH:9][CH:10]=2)[C:5]([OH:12])=[CH:4][C:3]=1[C:13]([O:15][CH3:16])=[O:14]. The catalyst class is: 9.